Dataset: Catalyst prediction with 721,799 reactions and 888 catalyst types from USPTO. Task: Predict which catalyst facilitates the given reaction. (1) Reactant: [CH:1]1([C:6]2[CH:11]=[C:10]([O:12][CH2:13][C:14]3[CH:19]=[CH:18][CH:17]=[CH:16][CH:15]=3)[CH:9]=[CH:8][C:7]=2B(O)O)[CH2:5][CH2:4][CH2:3][CH2:2]1.Br[C:24]1[CH:29]=[CH:28][CH:27]=[C:26]([N:30]2[C:34]([CH3:35])=[CH:33][CH:32]=[C:31]2[CH3:36])[N:25]=1. Product: [CH:1]1([C:6]2[CH:11]=[C:10]([O:12][CH2:13][C:14]3[CH:19]=[CH:18][CH:17]=[CH:16][CH:15]=3)[CH:9]=[CH:8][C:7]=2[C:24]2[CH:29]=[CH:28][CH:27]=[C:26]([N:30]3[C:34]([CH3:35])=[CH:33][CH:32]=[C:31]3[CH3:36])[N:25]=2)[CH2:5][CH2:4][CH2:3][CH2:2]1. The catalyst class is: 45. (2) Reactant: [Cl:1][C:2]1[CH:7]=[CH:6][C:5]([C:8]2[C:12]([CH2:13][O:14][C:15]3[CH:23]=[CH:22][C:18]([C:19]([OH:21])=O)=[CH:17][N:16]=3)=[C:11]([CH3:24])[O:10][N:9]=2)=[CH:4][CH:3]=1.[CH3:25][N:26]1[CH:30]=[C:29]([NH2:31])[CH:28]=[N:27]1.O.ON1C2C=CC=CC=2N=N1.C(N(C(C)C)C(C)C)C. Product: [Cl:1][C:2]1[CH:3]=[CH:4][C:5]([C:8]2[C:12]([CH2:13][O:14][C:15]3[CH:23]=[CH:22][C:18]([C:19]([NH:31][C:29]4[CH:28]=[N:27][N:26]([CH3:25])[CH:30]=4)=[O:21])=[CH:17][N:16]=3)=[C:11]([CH3:24])[O:10][N:9]=2)=[CH:6][CH:7]=1. The catalyst class is: 1. (3) Reactant: [CH3:1][C:2]1[CH:11]=[C:10]2[C:5]([C:6]([N:19]3[CH2:24][CH2:23][NH:22][CH2:21][CH2:20]3)=[N:7][C:8]([C:12]3[CH:17]=[CH:16][CH:15]=[CH:14][C:13]=3[OH:18])=[N:9]2)=[CH:4][CH:3]=1.[F:25][C:26]([F:34])([F:33])[CH2:27][CH:28]([OH:32])[C:29](O)=[O:30].CN(C(ON1N=NC2C=CC=NC1=2)=[N+](C)C)C.F[P-](F)(F)(F)(F)F.C(N(CC)CC)C. Product: [F:25][C:26]([F:34])([F:33])[CH2:27][CH:28]([OH:32])[C:29]([N:22]1[CH2:23][CH2:24][N:19]([C:6]2[C:5]3[C:10](=[CH:11][C:2]([CH3:1])=[CH:3][CH:4]=3)[N:9]=[C:8]([C:12]3[CH:17]=[CH:16][CH:15]=[CH:14][C:13]=3[OH:18])[N:7]=2)[CH2:20][CH2:21]1)=[O:30]. The catalyst class is: 18. (4) Reactant: [F:1][C:2]([F:11])([F:10])[C:3]1[C:7]([CH:8]=[O:9])=[CH:6][NH:5][N:4]=1.[H-].[Na+].Br[CH2:15][C:16]([NH:18][C:19]1[S:23][C:22]2[CH2:24][CH2:25][CH2:26][CH2:27][C:21]=2[C:20]=1[C:28]([NH2:30])=[O:29])=[O:17].O. Product: [CH:8]([C:7]1[C:3]([C:2]([F:1])([F:10])[F:11])=[N:4][N:5]([CH2:15][C:16]([NH:18][C:19]2[S:23][C:22]3[CH2:24][CH2:25][CH2:26][CH2:27][C:21]=3[C:20]=2[C:28]([NH2:30])=[O:29])=[O:17])[CH:6]=1)=[O:9]. The catalyst class is: 3. (5) Reactant: C[NH:2][C:3](=[O:15])[CH:4]=[CH:5][C:6]1[CH:11]=[CH:10][CH:9]=[C:8]([N+:12]([O-])=O)[CH:7]=1.[CH2:16]([SiH](CC)CC)C. Product: [NH2:12][C:8]1[CH:7]=[C:6]([CH2:5][CH:4]([CH3:16])[C:3]([NH2:2])=[O:15])[CH:11]=[CH:10][CH:9]=1. The catalyst class is: 19.